Dataset: Forward reaction prediction with 1.9M reactions from USPTO patents (1976-2016). Task: Predict the product of the given reaction. (1) Given the reactants [C@H:1]12[CH2:8][CH2:7][CH2:6][C@H:5]1[CH2:4][NH:3][C@@H:2]2[CH2:9][NH:10][C:11]([C:13]1[N:14]=[C:15]2[N:19]([CH:20]=1)[CH:18]=[CH:17][S:16]2)=[O:12].[CH3:21][C:22]1[S:23][C:24]([C:30]2[CH:31]=[C:32]([CH3:36])[CH:33]=[CH:34][CH:35]=2)=[C:25]([C:27](O)=[O:28])[N:26]=1, predict the reaction product. The product is: [CH3:21][C:22]1[S:23][C:24]([C:30]2[CH:31]=[C:32]([CH3:36])[CH:33]=[CH:34][CH:35]=2)=[C:25]([C:27]([N:3]2[CH2:4][C@H:5]3[C@H:1]([CH2:8][CH2:7][CH2:6]3)[C@H:2]2[CH2:9][NH:10][C:11]([C:13]2[N:14]=[C:15]3[N:19]([CH:20]=2)[CH:18]=[CH:17][S:16]3)=[O:12])=[O:28])[N:26]=1. (2) Given the reactants [CH:1]1([NH:4][C:5]([C:7]2[CH:8]=[CH:9][C:10]([CH3:30])=[C:11]([C:13]3[C:14]([C:27](O)=[O:28])=[CH:15][C:16]([C:19]([NH:21][CH2:22][C:23]([CH3:26])([CH3:25])[CH3:24])=[O:20])=[CH:17][CH:18]=3)[CH:12]=2)=[O:6])[CH2:3][CH2:2]1.CN(C(ON1N=NC2C=CC=CC1=2)=[N+](C)C)C.F[P-](F)(F)(F)(F)F.CCN(CC)CC.[CH3:62][C:63]1[CH:68]=[CH:67][C:66]([CH2:69][NH2:70])=[CH:65][CH:64]=1, predict the reaction product. The product is: [CH:1]1([NH:4][C:5]([C:7]2[CH:12]=[C:11]([C:13]3[C:14]([C:27]([NH:70][CH2:69][C:66]4[CH:67]=[CH:68][C:63]([CH3:62])=[CH:64][CH:65]=4)=[O:28])=[CH:15][C:16]([C:19]([NH:21][CH2:22][C:23]([CH3:25])([CH3:26])[CH3:24])=[O:20])=[CH:17][CH:18]=3)[C:10]([CH3:30])=[CH:9][CH:8]=2)=[O:6])[CH2:2][CH2:3]1. (3) Given the reactants [Br:1][C:2]1[CH:3]=[N:4][C:5]([C:8]2[N:9]([CH3:48])[C:10]3[C:15]([C:16]=2[CH:17]2[CH2:21][CH2:20][CH2:19][CH2:18]2)=[CH:14][CH:13]=[C:12]([C:22]([NH:24][C:25]2([C:29]4[N:33]([CH3:34])[C:32]5[CH:35]=[C:36](/[CH:39]=[CH:40]/[C:41]([O:43]CCCC)=[O:42])[CH:37]=[CH:38][C:31]=5[N:30]=4)[CH2:28][CH2:27][CH2:26]2)=[O:23])[CH:11]=3)=[N:6][CH:7]=1.C1COCC1.CO.[OH-].[Na+], predict the reaction product. The product is: [Br:1][C:2]1[CH:3]=[N:4][C:5]([C:8]2[N:9]([CH3:48])[C:10]3[C:15]([C:16]=2[CH:17]2[CH2:18][CH2:19][CH2:20][CH2:21]2)=[CH:14][CH:13]=[C:12]([C:22]([NH:24][C:25]2([C:29]4[N:33]([CH3:34])[C:32]5[CH:35]=[C:36](/[CH:39]=[CH:40]/[C:41]([OH:43])=[O:42])[CH:37]=[CH:38][C:31]=5[N:30]=4)[CH2:26][CH2:27][CH2:28]2)=[O:23])[CH:11]=3)=[N:6][CH:7]=1.